From a dataset of NCI-60 drug combinations with 297,098 pairs across 59 cell lines. Regression. Given two drug SMILES strings and cell line genomic features, predict the synergy score measuring deviation from expected non-interaction effect. Drug 1: C1=CC(=C2C(=C1NCCNCCO)C(=O)C3=C(C=CC(=C3C2=O)O)O)NCCNCCO. Drug 2: C1=C(C(=O)NC(=O)N1)F. Cell line: MCF7. Synergy scores: CSS=40.3, Synergy_ZIP=-7.36, Synergy_Bliss=-7.67, Synergy_Loewe=0.441, Synergy_HSA=1.80.